From a dataset of CYP2D6 inhibition data for predicting drug metabolism from PubChem BioAssay. Regression/Classification. Given a drug SMILES string, predict its absorption, distribution, metabolism, or excretion properties. Task type varies by dataset: regression for continuous measurements (e.g., permeability, clearance, half-life) or binary classification for categorical outcomes (e.g., BBB penetration, CYP inhibition). Dataset: cyp2d6_veith. (1) The drug is C/C=C1\C(=O)C[C@@H]2[C@@H]3CCC4=CC(=O)CC[C@@]4(C)[C@H]3CC[C@@]12C. The result is 0 (non-inhibitor). (2) The molecule is CCOc1ccc(/C(O)=C2/C(=O)C(=O)N(CCOCCO)C2c2cccnc2)cc1. The result is 0 (non-inhibitor). (3) The drug is COc1ccc([C@@H](Nc2ccccn2)c2cc(C(C)(C)C)cc(C(C)(C)C)c2O)cc1. The result is 0 (non-inhibitor). (4) The molecule is CC(/C=C/c1ccco1)=N/NC(=O)c1ccccc1Cl. The result is 0 (non-inhibitor). (5) The drug is CN(C)c1nc(C#N)nc(N2CCOCC2)n1. The result is 0 (non-inhibitor).